From a dataset of NCI-60 drug combinations with 297,098 pairs across 59 cell lines. Regression. Given two drug SMILES strings and cell line genomic features, predict the synergy score measuring deviation from expected non-interaction effect. Drug 1: C1CN1C2=NC(=NC(=N2)N3CC3)N4CC4. Drug 2: CC1=C(N=C(N=C1N)C(CC(=O)N)NCC(C(=O)N)N)C(=O)NC(C(C2=CN=CN2)OC3C(C(C(C(O3)CO)O)O)OC4C(C(C(C(O4)CO)O)OC(=O)N)O)C(=O)NC(C)C(C(C)C(=O)NC(C(C)O)C(=O)NCCC5=NC(=CS5)C6=NC(=CS6)C(=O)NCCC[S+](C)C)O. Cell line: CAKI-1. Synergy scores: CSS=52.4, Synergy_ZIP=-10.4, Synergy_Bliss=-8.15, Synergy_Loewe=-1.65, Synergy_HSA=0.364.